Dataset: NCI-60 drug combinations with 297,098 pairs across 59 cell lines. Task: Regression. Given two drug SMILES strings and cell line genomic features, predict the synergy score measuring deviation from expected non-interaction effect. (1) Drug 1: CC(C)(C#N)C1=CC(=CC(=C1)CN2C=NC=N2)C(C)(C)C#N. Drug 2: C(CC(=O)O)C(=O)CN.Cl. Cell line: MCF7. Synergy scores: CSS=2.86, Synergy_ZIP=-0.956, Synergy_Bliss=-0.0486, Synergy_Loewe=-7.38, Synergy_HSA=-2.55. (2) Synergy scores: CSS=35.2, Synergy_ZIP=0.798, Synergy_Bliss=-0.843, Synergy_Loewe=-7.13, Synergy_HSA=2.01. Drug 1: C1CC(=O)NC(=O)C1N2CC3=C(C2=O)C=CC=C3N. Drug 2: C1=CC(=C2C(=C1NCCNCCO)C(=O)C3=C(C=CC(=C3C2=O)O)O)NCCNCCO. Cell line: A549. (3) Drug 1: CNC(=O)C1=CC=CC=C1SC2=CC3=C(C=C2)C(=NN3)C=CC4=CC=CC=N4. Drug 2: C1=CC(=CC=C1CCC2=CNC3=C2C(=O)NC(=N3)N)C(=O)NC(CCC(=O)O)C(=O)O. Cell line: NCI-H226. Synergy scores: CSS=5.51, Synergy_ZIP=-4.13, Synergy_Bliss=-2.79, Synergy_Loewe=-3.49, Synergy_HSA=-2.79. (4) Drug 1: COC1=NC(=NC2=C1N=CN2C3C(C(C(O3)CO)O)O)N. Drug 2: COC1=C2C(=CC3=C1OC=C3)C=CC(=O)O2. Cell line: A549. Synergy scores: CSS=-4.57, Synergy_ZIP=3.68, Synergy_Bliss=2.11, Synergy_Loewe=-6.16, Synergy_HSA=-5.54. (5) Drug 1: C1CCC(C1)C(CC#N)N2C=C(C=N2)C3=C4C=CNC4=NC=N3. Drug 2: CN1CCC(CC1)COC2=C(C=C3C(=C2)N=CN=C3NC4=C(C=C(C=C4)Br)F)OC. Cell line: SNB-19. Synergy scores: CSS=1.08, Synergy_ZIP=1.29, Synergy_Bliss=3.79, Synergy_Loewe=-3.14, Synergy_HSA=0.604. (6) Drug 1: CC1C(C(CC(O1)OC2CC(CC3=C2C(=C4C(=C3O)C(=O)C5=C(C4=O)C(=CC=C5)OC)O)(C(=O)C)O)N)O.Cl. Drug 2: N.N.Cl[Pt+2]Cl. Cell line: NCI-H522. Synergy scores: CSS=12.8, Synergy_ZIP=-6.05, Synergy_Bliss=0.311, Synergy_Loewe=-4.95, Synergy_HSA=0.815. (7) Drug 1: CC1=C(C(CCC1)(C)C)C=CC(=CC=CC(=CC(=O)O)C)C. Drug 2: CN(CCCl)CCCl.Cl. Cell line: OVCAR-4. Synergy scores: CSS=6.42, Synergy_ZIP=-2.35, Synergy_Bliss=1.98, Synergy_Loewe=0.899, Synergy_HSA=1.79. (8) Drug 1: C1=C(C(=O)NC(=O)N1)F. Drug 2: C1=NC2=C(N1)C(=S)N=C(N2)N. Cell line: SK-MEL-28. Synergy scores: CSS=36.9, Synergy_ZIP=-3.79, Synergy_Bliss=-2.85, Synergy_Loewe=-2.82, Synergy_HSA=1.08. (9) Drug 1: C1CCC(C1)C(CC#N)N2C=C(C=N2)C3=C4C=CNC4=NC=N3. Drug 2: CC1C(C(CC(O1)OC2CC(CC3=C2C(=C4C(=C3O)C(=O)C5=C(C4=O)C(=CC=C5)OC)O)(C(=O)C)O)N)O.Cl. Cell line: HT29. Synergy scores: CSS=-2.86, Synergy_ZIP=-6.79, Synergy_Bliss=-13.8, Synergy_Loewe=-52.1, Synergy_HSA=-18.1. (10) Drug 1: CNC(=O)C1=CC=CC=C1SC2=CC3=C(C=C2)C(=NN3)C=CC4=CC=CC=N4. Drug 2: CCN(CC)CCNC(=O)C1=C(NC(=C1C)C=C2C3=C(C=CC(=C3)F)NC2=O)C. Cell line: SW-620. Synergy scores: CSS=-4.39, Synergy_ZIP=0.0722, Synergy_Bliss=-1.26, Synergy_Loewe=-4.33, Synergy_HSA=-4.49.